Dataset: Forward reaction prediction with 1.9M reactions from USPTO patents (1976-2016). Task: Predict the product of the given reaction. Given the reactants Br[C:2]1[CH:7]=[CH:6][C:5]([CH:8]2[CH2:13][O:12][CH:11]([CH2:14][C:15]([O:17][CH2:18][C:19]3[CH:24]=[CH:23][CH:22]=[CH:21][CH:20]=3)=[O:16])[CH2:10][CH2:9]2)=[CH:4][CH:3]=1.[NH2:25][C:26]1[CH:31]=[CH:30][C:29](B(O)O)=[CH:28][CH:27]=1.C([O-])([O-])=O.[Na+].[Na+], predict the reaction product. The product is: [NH2:25][C:26]1[CH:31]=[CH:30][C:29]([C:2]2[CH:7]=[CH:6][C:5]([CH:8]3[CH2:13][O:12][CH:11]([CH2:14][C:15]([O:17][CH2:18][C:19]4[CH:24]=[CH:23][CH:22]=[CH:21][CH:20]=4)=[O:16])[CH2:10][CH2:9]3)=[CH:4][CH:3]=2)=[CH:28][CH:27]=1.